From a dataset of Reaction yield outcomes from USPTO patents with 853,638 reactions. Predict the reaction yield, written as a fraction of the theoretical maximum amount of product (1.0 means a 100% yield; for example, 0.34 means a 34% yield). (1) The reactants are [CH2:1]([O:3][C:4]([C:6]1[CH:7]=[N:8][N:9]([CH2:11][C:12]#[C:13][Si](C)(C)C)[CH:10]=1)=[O:5])[CH3:2].[Na].O=C1O[C@H]([C@H](CO)O)C(O)=C1O.[N:31]([Si](C)(C)C)=[N+:32]=[N-:33]. The catalyst is CN(C)C=O.O.O.O.O.O.O.S([O-])([O-])(=O)=O.[Cu+2]. The product is [CH2:1]([O:3][C:4]([C:6]1[CH:7]=[N:8][N:9]([CH2:11][C:12]2[N:31]=[N:32][NH:33][CH:13]=2)[CH:10]=1)=[O:5])[CH3:2]. The yield is 0.750. (2) The reactants are F[C:2]1[CH:3]=[CH:4][C:5]2[N:9]=[N:8][N:7]([CH2:10][CH2:11][CH2:12][CH2:13]Cl)[C:6]=2[CH:15]=1.[F:16][C:17]([F:31])([F:30])[C:18]1[CH:19]=[C:20]([CH:24]2[CH2:29][CH2:28]CN[CH2:25]2)[CH:21]=[CH:22][CH:23]=1.[CH:32]([N:35](C(C)C)CC)(C)C.[I-].[K+]. The catalyst is C(#N)C. The product is [N:7]1([CH2:10][CH2:11][CH2:12][CH2:13][N:35]2[CH2:32][CH2:25][CH:24]([C:20]3[CH:21]=[CH:22][CH:23]=[C:18]([C:17]([F:16])([F:30])[F:31])[CH:19]=3)[CH2:29][CH2:28]2)[C:6]2[CH:15]=[CH:2][CH:3]=[CH:4][C:5]=2[N:9]=[N:8]1. The yield is 0.641. (3) The reactants are [N:1]1([C:7]2[C:8]3[S:28][C:27]([CH2:29][N:30]4[CH2:35][CH2:34][N:33]([C:36]([CH3:41])([CH3:40])[C:37]([NH2:39])=[O:38])[CH2:32][CH2:31]4)=[CH:26][C:9]=3[N:10]=[C:11]([Sn](CCCC)(CCCC)CCCC)[N:12]=2)[CH2:6][CH2:5][O:4][CH2:3][CH2:2]1.Br[C:43]1[C:44]2[N:45]([CH:49]=[N:50][CH:51]=2)[CH:46]=[CH:47][CH:48]=1. The catalyst is O1CCOCC1.C1C=CC([P]([Pd]([P](C2C=CC=CC=2)(C2C=CC=CC=2)C2C=CC=CC=2)([P](C2C=CC=CC=2)(C2C=CC=CC=2)C2C=CC=CC=2)[P](C2C=CC=CC=2)(C2C=CC=CC=2)C2C=CC=CC=2)(C2C=CC=CC=2)C2C=CC=CC=2)=CC=1.S1C=CC=C1C([O-])=O.[Cu+]. The product is [CH:51]1[N:50]=[CH:49][N:45]2[CH:46]=[CH:47][CH:48]=[C:43]([C:11]3[N:12]=[C:7]([N:1]4[CH2:6][CH2:5][O:4][CH2:3][CH2:2]4)[C:8]4[S:28][C:27]([CH2:29][N:30]5[CH2:35][CH2:34][N:33]([C:36]([CH3:40])([CH3:41])[C:37]([NH2:39])=[O:38])[CH2:32][CH2:31]5)=[CH:26][C:9]=4[N:10]=3)[C:44]=12. The yield is 0.730. (4) The reactants are [N+:1]([C:4]1[CH:11]=[CH:10][C:7]([CH:8]=O)=[CH:6][CH:5]=1)([O-:3])=[O:2].[S:12]1[CH2:16][C:15](=[O:17])[NH:14][C:13]1=[O:18].N1CCCCC1. The catalyst is C(O)C. The product is [N+:1]([C:4]1[CH:11]=[CH:10][C:7]([CH:8]=[C:16]2[S:12][C:13](=[O:18])[NH:14][C:15]2=[O:17])=[CH:6][CH:5]=1)([O-:3])=[O:2]. The yield is 0.590. (5) No catalyst specified. The reactants are [Si:1]([O:8][C:9]1[CH:10]=[C:11]([CH:14]=[CH:15][CH:16]=1)[CH:12]=O)([C:4]([CH3:7])([CH3:6])[CH3:5])([CH3:3])[CH3:2].Cl.[NH2:18][C@@H:19]([CH:25]([CH3:27])[CH3:26])[C:20]([O:22][CH2:23][CH3:24])=[O:21]. The yield is 0.970. The product is [Si:1]([O:8][C:9]1[CH:10]=[C:11]([CH:14]=[CH:15][CH:16]=1)[CH2:12][NH:18][C@@H:19]([CH:25]([CH3:27])[CH3:26])[C:20]([O:22][CH2:23][CH3:24])=[O:21])([C:4]([CH3:7])([CH3:6])[CH3:5])([CH3:3])[CH3:2]. (6) The reactants are COC1C=CC(C[N:8](CC2C=CC(OC)=CC=2)[S:9]([C:12]([CH3:17])([CH2:14][CH:15]=[CH2:16])[CH3:13])(=[O:11])=[O:10])=CC=1.C1(SC)C=CC=CC=1.FC(F)(F)C(O)=O. The catalyst is C(Cl)Cl.CCOC(C)=O. The product is [CH3:13][C:12]([S:9]([NH2:8])(=[O:11])=[O:10])([CH2:14][CH:15]=[CH2:16])[CH3:17]. The yield is 0.643. (7) The product is [ClH:16].[NH2:1][CH2:4][C:5]1[CH:14]=[CH:13][C:8]([C:9]([O:11][CH3:12])=[O:10])=[C:7]([OH:15])[CH:6]=1. The yield is 0.650. The catalyst is CO.[Pd].O.C(O)C. The reactants are [N:1]([CH2:4][C:5]1[CH:14]=[CH:13][C:8]([C:9]([O:11][CH3:12])=[O:10])=[C:7]([OH:15])[CH:6]=1)=[N+]=[N-].[ClH:16].[H][H]. (8) The reactants are C([N:5]1[C:9]([NH:10]C(=O)C(F)(F)F)=[C:8]([C:17]2[CH:22]=[C:21]([Cl:23])[CH:20]=[CH:19][C:18]=2[O:24][C:25]2[CH:30]=[CH:29][C:28]([S:31]([N:34](CC3C=CC(OC)=CC=3OC)[C:35]3[S:39][N:38]=[CH:37][N:36]=3)(=[O:33])=[O:32])=[CH:27][C:26]=2[C:51]#[N:52])[CH:7]=[N:6]1)(C)(C)C.Cl. The catalyst is CO. The product is [NH2:10][C:9]1[NH:5][N:6]=[CH:7][C:8]=1[C:17]1[CH:22]=[C:21]([Cl:23])[CH:20]=[CH:19][C:18]=1[O:24][C:25]1[CH:30]=[CH:29][C:28]([S:31]([NH:34][C:35]2[S:39][N:38]=[CH:37][N:36]=2)(=[O:32])=[O:33])=[CH:27][C:26]=1[C:51]#[N:52]. The yield is 0.590. (9) The catalyst is C(O)(C(F)(F)F)=O. The reactants are [F:1][C:2]1[CH:3]=[C:4]([NH:10][C:11]2[C:16]([C:17]3[N:22]=[C:21]([CH3:23])[N:20]=[C:19]([N:24](CC4C=CC(OC)=CC=4)CC4C=CC(OC)=CC=4)[CH:18]=3)=[CH:15][C:14]([C@H:43]([N:45]3[CH2:50][CH2:49][N:48]([S:51]([CH3:54])(=[O:53])=[O:52])[CH2:47][C@@H:46]3[CH3:55])[CH3:44])=[CH:13][N:12]=2)[CH:5]=[N:6][C:7]=1[O:8][CH3:9].OS(C(F)(F)F)(=O)=O. The yield is 0.291. The product is [F:1][C:2]1[CH:3]=[C:4]([NH:10][C:11]2[C:16]([C:17]3[N:22]=[C:21]([CH3:23])[N:20]=[C:19]([NH2:24])[CH:18]=3)=[CH:15][C:14]([C@H:43]([N:45]3[CH2:50][CH2:49][N:48]([S:51]([CH3:54])(=[O:53])=[O:52])[CH2:47][C@@H:46]3[CH3:55])[CH3:44])=[CH:13][N:12]=2)[CH:5]=[N:6][C:7]=1[O:8][CH3:9].